The task is: Predict the product of the given reaction.. This data is from Forward reaction prediction with 1.9M reactions from USPTO patents (1976-2016). (1) Given the reactants [CH3:1][O:2][C:3]1[CH:4]=[C:5]([CH:35]=[CH:36][C:37]=1[C:38]([CH3:41])([CH3:40])[CH3:39])[C:6]([N:8]1[C@@H:12]([C:13]2[S:14][C:15]([CH3:18])=[CH:16][N:17]=2)[C@@H:11]([CH2:19][O:20][CH3:21])[CH2:10][C@@:9]1([CH2:29]C1N=CSC=1)[C:22]([O:24][C:25]([CH3:28])([CH3:27])[CH3:26])=[O:23])=[O:7].OC[C@@H]1[C@H]([C:49]2[S:50][C:51](C)=[CH:52][N:53]=2)N(C(=O)C2C=CC(C(C)(C)C)=C(OC)C=2)[C@](C[C:49]2[S:50][CH:51]=[CH:52][N:53]=2)(C(OC(C)(C)C)=O)C1, predict the reaction product. The product is: [CH3:1][O:2][C:3]1[CH:4]=[C:5]([CH:35]=[CH:36][C:37]=1[C:38]([CH3:39])([CH3:40])[CH3:41])[C:6]([N:8]1[C@@H:12]([C:13]2[S:14][C:15]([CH3:18])=[CH:16][N:17]=2)[C@@H:11]([CH2:19][O:20][CH3:21])[CH2:10][C@@:9]1([CH2:29][C:49]1[S:50][CH:51]=[CH:52][N:53]=1)[C:22]([O:24][C:25]([CH3:26])([CH3:27])[CH3:28])=[O:23])=[O:7]. (2) Given the reactants [CH2:1]([O:3][C:4]([C:6]1[C:14]2[C:9](=[CH:10][CH:11]=[CH:12][CH:13]=2)[N:8]([CH2:15][C:16]([O:18]C(C)(C)C)=[O:17])[CH:7]=1)=[O:5])[CH3:2].C(O)(C(F)(F)F)=O.O, predict the reaction product. The product is: [CH2:1]([O:3][C:4]([C:6]1[C:14]2[C:9](=[CH:10][CH:11]=[CH:12][CH:13]=2)[N:8]([CH2:15][C:16]([OH:18])=[O:17])[CH:7]=1)=[O:5])[CH3:2]. (3) The product is: [CH3:19][NH:20][C:21]([C:23]1[C:31]2[C:26](=[CH:27][C:28]([O:32][C:2]3[CH:7]=[CH:6][N:5]=[C:4]4[CH:8]=[C:9]([C:11]5[CH:16]=[CH:15][CH:14]=[C:13]([O:17][CH3:18])[N:12]=5)[S:10][C:3]=34)=[CH:29][CH:30]=2)[N:25]([CH3:33])[C:24]=1[CH3:34])=[O:22]. Given the reactants Cl[C:2]1[CH:7]=[CH:6][N:5]=[C:4]2[CH:8]=[C:9]([C:11]3[CH:16]=[CH:15][CH:14]=[C:13]([O:17][CH3:18])[N:12]=3)[S:10][C:3]=12.[CH3:19][NH:20][C:21]([C:23]1[C:31]2[C:26](=[CH:27][C:28]([OH:32])=[CH:29][CH:30]=2)[N:25]([CH3:33])[C:24]=1[CH3:34])=[O:22].C([O-])([O-])=O.[Cs+].[Cs+], predict the reaction product. (4) Given the reactants [CH2:1]=[C:2]([C:4]1[CH:5]=[C:6]([C:10]([NH:13][C:14](=[O:23])[O:15][C@H:16]2[C@@H:21]3[CH2:22][N:18]([CH2:19][CH2:20]3)[CH2:17]2)([CH3:12])[CH3:11])[CH:7]=[CH:8][CH:9]=1)[CH3:3], predict the reaction product. The product is: [N:18]12[CH2:22][C@H:21]([CH2:20][CH2:19]1)[C@H:16]([O:15][C:14](=[O:23])[NH:13][C:10]([C:6]1[CH:7]=[CH:8][CH:9]=[C:4]([CH:2]([CH3:1])[CH3:3])[CH:5]=1)([CH3:12])[CH3:11])[CH2:17]2. (5) Given the reactants [NH2:1][C@H:2]1[CH2:6][CH2:5][N:4]([C@@H:7]([CH3:16])[C:8]([N:10]2[CH2:15][CH2:14][O:13][CH2:12][CH2:11]2)=[O:9])[C:3]1=[O:17].N1C=CC=CC=1.[Cl:24][C:25]1[CH:26]=[CH:27][C:28]([CH2:31][CH2:32][S:33](Cl)(=[O:35])=[O:34])=[N:29][CH:30]=1, predict the reaction product. The product is: [Cl:24][C:25]1[CH:26]=[CH:27][C:28]([CH2:31][CH2:32][S:33]([NH:1][C@H:2]2[CH2:6][CH2:5][N:4]([C@@H:7]([CH3:16])[C:8]([N:10]3[CH2:11][CH2:12][O:13][CH2:14][CH2:15]3)=[O:9])[C:3]2=[O:17])(=[O:35])=[O:34])=[N:29][CH:30]=1. (6) Given the reactants Br[C:2]1[CH:7]=[CH:6][C:5]([C@@H:8]([C:19]2[CH:24]=[CH:23][C:22]([Cl:25])=[CH:21][C:20]=2[CH3:26])[CH2:9][C:10]([C:12]2[CH:17]=[CH:16][N:15]=[C:14]([CH3:18])[CH:13]=2)=[O:11])=[CH:4][CH:3]=1.B([C:30]1[CH:38]=[CH:37][C:33]([C:34]([OH:36])=[O:35])=[CH:32][CH:31]=1)(O)O, predict the reaction product. The product is: [Cl:25][C:22]1[CH:23]=[CH:24][C:19]([C@H:8]([C:5]2[CH:6]=[CH:7][C:2]([C:30]3[CH:38]=[CH:37][C:33]([C:34]([OH:36])=[O:35])=[CH:32][CH:31]=3)=[CH:3][CH:4]=2)[CH2:9][C:10]([C:12]2[CH:17]=[CH:16][N:15]=[C:14]([CH3:18])[CH:13]=2)=[O:11])=[C:20]([CH3:26])[CH:21]=1.